Dataset: Full USPTO retrosynthesis dataset with 1.9M reactions from patents (1976-2016). Task: Predict the reactants needed to synthesize the given product. (1) The reactants are: Cl.Cl[CH2:3][C:4]1[C:5]([NH:17][CH2:18][CH2:19][NH:20][C:21](=[O:23])[CH3:22])=[N:6][C:7]2[C:12]([CH:13]=1)=[CH:11][C:10]([O:14][CH2:15][CH3:16])=[CH:9][CH:8]=2.[CH3:24][O:25][C:26]1[CH:27]=[C:28]2[C:33](=[CH:34][C:35]=1[O:36][CH3:37])[C:32]([CH2:38][CH2:39][CH3:40])=[N:31][C:30]([OH:41])=[CH:29]2.[Li+].[OH-]. Given the product [CH2:15]([O:14][C:10]1[CH:11]=[C:12]2[C:7](=[CH:8][CH:9]=1)[N:6]=[C:5]([NH:17][CH2:18][CH2:19][NH:20][C:21](=[O:23])[CH3:22])[C:4]([CH2:3][C:29]1[C:28]3[C:33](=[CH:34][C:35]([O:36][CH3:37])=[C:26]([O:25][CH3:24])[CH:27]=3)[C:32]([CH2:38][CH2:39][CH3:40])=[N:31][C:30]=1[OH:41])=[CH:13]2)[CH3:16], predict the reactants needed to synthesize it. (2) Given the product [Cl:1][C:2]1[CH:3]=[CH:4][C:5]([CH2:6][NH:7][C:8](=[O:27])[CH2:9][C@@H:10]2[CH2:21][CH2:20][CH2:19][CH2:18][CH2:17][C:16](=[O:22])[O:15][CH2:14][C@@H:13]3[CH2:23][CH2:24][CH2:25][N:12]3[C:11]2=[O:26])=[CH:28][CH:29]=1, predict the reactants needed to synthesize it. The reactants are: [Cl:1][C:2]1[CH:29]=[CH:28][C:5]([CH2:6][NH:7][C:8](=[O:27])[CH2:9][C@@H:10]2[CH2:21][CH:20]=[CH:19][CH2:18][CH2:17][C:16](=[O:22])[O:15][CH2:14][C@@H:13]3[CH2:23][CH2:24][CH2:25][N:12]3[C:11]2=[O:26])=[CH:4][CH:3]=1.CC1C=CC(S(NN)(=O)=O)=CC=1.C([O-])(=O)C.[Na+]. (3) Given the product [NH2:42][CH:43]([CH2:48][C:49]1[N:3]=[N:2][N:1]([CH2:4][C:5]2[CH:41]=[CH:40][CH:39]=[C:7]([C:8](=[O:9])[NH:10][C:11]3[CH:16]=[CH:15][C:14]([N:17]4[CH2:18][CH2:19][CH2:20][CH2:21][CH2:22]4)=[CH:13][C:12]=3[C:23]([NH:25]/[N:26]=[CH:27]/[C:28]3[CH:33]=[CH:32][C:31]([Cl:34])=[C:30]([C:35]([F:38])([F:36])[F:37])[CH:29]=3)=[O:24])[CH:6]=2)[CH:50]=1)[CH2:44][C:45]([OH:47])=[O:46], predict the reactants needed to synthesize it. The reactants are: [N:1]([CH2:4][C:5]1[CH:6]=[C:7]([CH:39]=[CH:40][CH:41]=1)[C:8]([NH:10][C:11]1[CH:16]=[CH:15][C:14]([N:17]2[CH2:22][CH2:21][CH2:20][CH2:19][CH2:18]2)=[CH:13][C:12]=1[C:23]([NH:25]/[N:26]=[CH:27]/[C:28]1[CH:33]=[CH:32][C:31]([Cl:34])=[C:30]([C:35]([F:38])([F:37])[F:36])[CH:29]=1)=[O:24])=[O:9])=[N+:2]=[N-:3].[NH2:42][CH:43]([CH2:48][C:49]#[CH:50])[CH2:44][C:45]([OH:47])=[O:46]. (4) Given the product [NH2:27][C:28]1[C:29]([C:30](=[O:31])[NH2:32])=[CH:33][CH:34]=[CH:35][C:36]=1[NH:37][C:10](=[O:12])[C:9]1[CH:13]=[CH:14][C:6]([C:5]2[O:1][CH:2]=[N:3][CH:4]=2)=[N:7][CH:8]=1, predict the reactants needed to synthesize it. The reactants are: [O:1]1[C:5]([C:6]2[CH:14]=[CH:13][C:9]([C:10]([OH:12])=O)=[CH:8][N:7]=2)=[CH:4][N:3]=[CH:2]1.C(N1C=CN=C1)(N1C=CN=C1)=O.[NH2:27][C:28]1[C:36]([NH2:37])=[CH:35][CH:34]=[CH:33][C:29]=1[C:30]([NH2:32])=[O:31]. (5) Given the product [Cl:22][C:23]1[CH:24]=[CH:25][C:26]([CH2:29][C:30]2[NH:19][C:18]([C:16]3[C:15]([OH:20])=[C:14]4[C:9]([CH:10]=[CH:11][CH:12]=[N:13]4)=[C:8]([N:3]4[CH2:4][CH2:5][CH2:6][CH2:7][S:2]4(=[O:1])=[O:21])[N:17]=3)=[N:33][N:32]=2)=[CH:27][CH:28]=1, predict the reactants needed to synthesize it. The reactants are: [O:1]=[S:2]1(=[O:21])[CH2:7][CH2:6][CH2:5][CH2:4][N:3]1[C:8]1[N:17]=[C:16]([C:18]#[N:19])[C:15]([OH:20])=[C:14]2[C:9]=1[CH:10]=[CH:11][CH:12]=[N:13]2.[Cl:22][C:23]1[CH:28]=[CH:27][C:26]([CH2:29][C:30]([NH:32][NH2:33])=O)=[CH:25][CH:24]=1. (6) Given the product [Br:8][C:5]1[CH:6]=[CH:7][C:2]([C:13]2[CH:14]=[CH:15][C:10]([F:9])=[CH:11][CH:12]=2)=[N:3][CH:4]=1, predict the reactants needed to synthesize it. The reactants are: Br[C:2]1[CH:7]=[CH:6][C:5]([Br:8])=[CH:4][N:3]=1.[F:9][C:10]1[CH:15]=[CH:14][C:13](B(O)O)=[CH:12][CH:11]=1. (7) Given the product [C:15]1([C:20]2[CH:21]=[CH:22][C:23]3[C:24]4[C:29](=[CH:28][C:27]([C:6]5[C:5]6[NH:4][C:16]7[C:11](=[CH:12][CH:13]=[CH:14][CH:15]=7)[C:10]=6[CH:9]=[CH:8][CH:7]=5)=[CH:26][CH:25]=4)[NH:30][C:31]=3[CH:19]=2)[C:16]2[NH:4][C:5]3[C:10](=[CH:9][CH:8]=[CH:7][CH:6]=3)[C:11]=2[CH:12]=[CH:13][CH:14]=1, predict the reactants needed to synthesize it. The reactants are: C([N:4]1[C:16]2[CH:15]=[C:14](I)[CH:13]=[CH:12][C:11]=2[C:10]2[C:5]1=[CH:6][C:7](I)=[CH:8][CH:9]=2)(=O)C.[CH:19]1[C:31]2[NH:30][C:29]3[C:24](=[CH:25][CH:26]=[CH:27][CH:28]=3)[C:23]=2[CH:22]=[CH:21][CH:20]=1. (8) Given the product [P:12]([CH2:2][NH:3][CH2:4][C:5]([OH:8])=[O:10])([OH:14])([OH:11])=[O:13], predict the reactants needed to synthesize it. The reactants are: O=[C:2]1CN[C:5](=[O:8])[CH2:4][NH:3]1.C=[O:10].[OH:11][PH:12]([OH:14])=[O:13].P(Cl)(Cl)Cl.